The task is: Predict the reactants needed to synthesize the given product.. This data is from Full USPTO retrosynthesis dataset with 1.9M reactions from patents (1976-2016). (1) Given the product [Cl:1][C:2]1[C:10]2[C:5](=[CH:6][CH:7]=[C:8]([CH:11]=[O:12])[CH:9]=2)[N:4]([CH2:14][C:15]2[CH:20]=[CH:19][C:18]([Cl:21])=[CH:17][C:16]=2[C:22]([F:24])([F:23])[F:25])[N:3]=1, predict the reactants needed to synthesize it. The reactants are: [Cl:1][C:2]1[C:10]2[C:5](=[CH:6][CH:7]=[C:8]([CH:11]=[O:12])[CH:9]=2)[NH:4][N:3]=1.Br[CH2:14][C:15]1[CH:20]=[CH:19][C:18]([Cl:21])=[CH:17][C:16]=1[C:22]([F:25])([F:24])[F:23]. (2) Given the product [ClH:1].[CH2:2]([O:9][C:10]1[C:11]([NH:17][C:18]2[S:19][CH:20]=[C:21]([CH3:23])[N:22]=2)=[N:12][CH:13]=[C:14]([CH3:26])[CH:15]=1)[C:3]1[CH:8]=[CH:7][CH:6]=[CH:5][CH:4]=1, predict the reactants needed to synthesize it. The reactants are: [ClH:1].[CH2:2]([O:9][C:10]1[C:11]([NH:17][C:18]2[S:19][CH:20]=[C:21]([CH3:23])[N:22]=2)=[N:12][CH:13]=[C:14](Br)[CH:15]=1)[C:3]1[CH:8]=[CH:7][CH:6]=[CH:5][CH:4]=1.[Li]C.[CH2:26]([Li])CCC.IC. (3) Given the product [O:1]=[C:2]1[CH2:7][N:6]([CH:21]2[CH2:30][CH2:29][C:28]3[CH:27]=[C:26]([C:31]#[N:32])[CH:25]=[CH:24][C:23]=3[CH2:22]2)[CH2:5][CH2:4][N:3]1[CH:8]1[CH2:17][CH2:16][C:15]2[CH:14]=[C:13]([C:18]#[N:19])[CH:12]=[CH:11][C:10]=2[CH2:9]1, predict the reactants needed to synthesize it. The reactants are: [O:1]=[C:2]1[CH2:7][NH:6][CH2:5][CH2:4][N:3]1[CH:8]1[CH2:17][CH2:16][C:15]2[CH:14]=[C:13]([C:18]#[N:19])[CH:12]=[CH:11][C:10]=2[CH2:9]1.O=[C:21]1[CH2:30][CH2:29][C:28]2[CH:27]=[C:26]([C:31]#[N:32])[CH:25]=[CH:24][C:23]=2[CH2:22]1.